Dataset: NCI-60 drug combinations with 297,098 pairs across 59 cell lines. Task: Regression. Given two drug SMILES strings and cell line genomic features, predict the synergy score measuring deviation from expected non-interaction effect. (1) Drug 1: CCC(=C(C1=CC=CC=C1)C2=CC=C(C=C2)OCCN(C)C)C3=CC=CC=C3.C(C(=O)O)C(CC(=O)O)(C(=O)O)O. Drug 2: C(CCl)NC(=O)N(CCCl)N=O. Cell line: MALME-3M. Synergy scores: CSS=6.33, Synergy_ZIP=-0.357, Synergy_Bliss=3.76, Synergy_Loewe=1.08, Synergy_HSA=1.98. (2) Drug 1: CS(=O)(=O)OCCCCOS(=O)(=O)C. Drug 2: COC1=C2C(=CC3=C1OC=C3)C=CC(=O)O2. Cell line: HCT116. Synergy scores: CSS=18.6, Synergy_ZIP=-2.24, Synergy_Bliss=2.47, Synergy_Loewe=1.05, Synergy_HSA=0.505. (3) Drug 1: C1=CC=C(C=C1)NC(=O)CCCCCCC(=O)NO. Drug 2: CC(C)NC(=O)C1=CC=C(C=C1)CNNC.Cl. Cell line: RPMI-8226. Synergy scores: CSS=50.7, Synergy_ZIP=-1.64, Synergy_Bliss=-4.64, Synergy_Loewe=-48.7, Synergy_HSA=-7.22.